This data is from Full USPTO retrosynthesis dataset with 1.9M reactions from patents (1976-2016). The task is: Predict the reactants needed to synthesize the given product. Given the product [F:16][CH:17]([F:21])[C:18](=[O:19])[C:8](=[CH:7][N:1]1[CH2:6][CH2:5][CH2:4][CH2:3][CH2:2]1)[C:9]([O:11][CH2:12][CH3:13])=[O:10], predict the reactants needed to synthesize it. The reactants are: [N:1]1([CH:7]=[CH:8][C:9]([O:11][CH2:12][CH3:13])=[O:10])[CH2:6][CH2:5][CH2:4][CH2:3][CH2:2]1.[F-].[K+].[F:16][CH:17]([F:21])[C:18](F)=[O:19].